From a dataset of Full USPTO retrosynthesis dataset with 1.9M reactions from patents (1976-2016). Predict the reactants needed to synthesize the given product. (1) Given the product [CH3:19][CH:2]([CH3:1])[CH2:3][C@@H:4]([B:6]([OH:7])[OH:10])[NH:5][C:58](=[O:60])[C@@H:50]([NH:49][C:47]([C:29]1[CH:28]=[N:27][CH:62]=[CH:61][N:25]=1)=[O:48])[CH2:51][C:52]1[CH:53]=[CH:54][CH:55]=[CH:56][CH:57]=1, predict the reactants needed to synthesize it. The reactants are: [CH3:1][CH:2]([CH3:19])[CH2:3][C@@H:4]([B:6]1[O:10][C@@H]2C[C@@H]3C[C@H]([C@]2(C)[O:7]1)C3(C)C)[NH3+:5].F[B-](F)(F)F.[N:25]1(OC(N(C)C)=[N+](C)C)[C:29]2C=CC=C[C:28]=2[N:27]=N1.C(O[C:47]([NH:49][C@H:50]([C:58]([OH:60])=O)[CH2:51][C:52]1[CH:57]=[CH:56][CH:55]=[CH:54][CH:53]=1)=[O:48])(C)(C)C.[CH:61](N(CC)C(C)C)(C)[CH3:62].C(B(O)O)C(C)C.Cl. (2) Given the product [CH3:23][O:22][N:20]([CH3:21])[C:18]([CH:17]1[CH2:4][CH:16]1[C:12]1[CH:13]=[CH:14][CH:15]=[C:10]([F:9])[CH:11]=1)=[O:19], predict the reactants needed to synthesize it. The reactants are: [H-].[Na+].[I-].[CH3:4][S+](C)(C)=O.[F:9][C:10]1[CH:11]=[C:12]([CH:16]=[CH:17][C:18]([N:20]([O:22][CH3:23])[CH3:21])=[O:19])[CH:13]=[CH:14][CH:15]=1. (3) Given the product [CH3:1][C:2]1([CH3:35])[O:6][C@@H:5]([CH2:7][O:8][C:9]2[N:14]=[C:13]([N:15]3[CH2:20][CH2:19][CH:18]([C:21]4[C:29]5[C:24](=[N:25][CH:26]=[CH:27][CH:28]=5)[NH:23][N:22]=4)[CH2:17][CH2:16]3)[N:12]=[C:11]([C:52]([NH:40][C@H:41]([CH3:44])[CH2:42][OH:43])=[O:53])[N:10]=2)[CH2:4][CH2:3]1, predict the reactants needed to synthesize it. The reactants are: [CH3:1][C:2]1([CH3:35])[O:6][C@@H:5]([CH2:7][O:8][C:9]2[N:14]=[C:13]([N:15]3[CH2:20][CH2:19][CH:18]([C:21]4[C:29]5[C:24](=[N:25][CH:26]=[CH:27][CH:28]=5)[NH:23][N:22]=4)[CH2:17][CH2:16]3)[N:12]=[C:11](C(C#N)C#N)[N:10]=2)[CH2:4][CH2:3]1.CS(C)=O.[NH2:40][C@H:41]([CH3:44])[CH2:42][OH:43].C1C=C(Cl)C=C([C:52](OO)=[O:53])C=1. (4) The reactants are: [NH2:1][C:2]1[CH:7]=[CH:6][C:5]([CH:8]([CH3:10])[CH3:9])=[CH:4][N:3]=1.Br[CH2:12][C:13](=O)[C:14]([O:16][CH2:17][CH3:18])=[O:15]. Given the product [CH2:17]([O:16][C:14]([C:13]1[N:1]=[C:2]2[CH:7]=[CH:6][C:5]([CH:8]([CH3:10])[CH3:9])=[CH:4][N:3]2[CH:12]=1)=[O:15])[CH3:18].[CH:8]([C:5]1[CH:6]=[CH:7][C:2]2[N:3]([CH:12]=[C:13]([C:14]([O:16][CH2:17][CH3:18])=[O:15])[N:1]=2)[CH:4]=1)([CH3:10])[CH3:9], predict the reactants needed to synthesize it. (5) Given the product [Cl:22][C:23]1[N:24]=[CH:25][C:26]([O:1][C:2]2[CH:19]=[CH:18][C:5]3[CH2:6][CH2:7][N:8]([C:11]([O:13][C:14]([CH3:16])([CH3:15])[CH3:17])=[O:12])[CH2:9][CH2:10][C:4]=3[CH:3]=2)=[N:27][CH:28]=1, predict the reactants needed to synthesize it. The reactants are: [OH:1][C:2]1[CH:19]=[CH:18][C:5]2[CH2:6][CH2:7][N:8]([C:11]([O:13][C:14]([CH3:17])([CH3:16])[CH3:15])=[O:12])[CH2:9][CH2:10][C:4]=2[CH:3]=1.[H-].[Na+].[Cl:22][C:23]1[CH:28]=[N:27][C:26](Cl)=[CH:25][N:24]=1.